From a dataset of Full USPTO retrosynthesis dataset with 1.9M reactions from patents (1976-2016). Predict the reactants needed to synthesize the given product. (1) The reactants are: [C:1]([OH:8])(=[O:7])[CH2:2][CH2:3][CH2:4][C:5]#[CH:6].C1O[C:13]([OH:17])([CH2:15]O)[CH2:12][O:11][C:10]1([OH:20])[CH2:18]O.[CH2:21]1[CH2:26]CC(N=C=N[CH:21]2[CH2:26]CC[CH2:23][CH2:22]2)[CH2:23][CH2:22]1. Given the product [C:1]([O:8][CH2:15][C:13](=[O:17])[CH2:12][O:11][C:10](=[O:20])[CH2:18][CH2:23][CH2:22][C:21]#[CH:26])(=[O:7])[CH2:2][CH2:3][CH2:4][C:5]#[CH:6], predict the reactants needed to synthesize it. (2) Given the product [F:1][C:2]1[CH:3]=[C:4]([CH:7]=[CH:8][CH:9]=1)[C:5]([NH:20][OH:21])=[NH:6], predict the reactants needed to synthesize it. The reactants are: [F:1][C:2]1[CH:3]=[C:4]([CH:7]=[CH:8][CH:9]=1)[C:5]#[N:6].C(N(C(C)C)CC)(C)C.Cl.[NH2:20][OH:21]. (3) Given the product [CH3:1][O:2][C:3]1[CH:4]=[C:5]([CH2:11][CH2:12][NH:13][CH2:20][C:18]2[O:19][C:15]([CH3:14])=[CH:16][CH:17]=2)[CH:6]=[CH:7][C:8]=1[O:9][CH3:10], predict the reactants needed to synthesize it. The reactants are: [CH3:1][O:2][C:3]1[CH:4]=[C:5]([CH2:11][CH2:12][NH2:13])[CH:6]=[CH:7][C:8]=1[O:9][CH3:10].[CH3:14][C:15]1[O:19][C:18]([CH:20]=O)=[CH:17][CH:16]=1.[BH4-].[Na+]. (4) Given the product [Cl:8][C:9]1[CH:14]=[C:13]([C:15]#[C:16][C:22]2[CH:23]=[C:24]([OH:28])[CH:25]=[CH:26][CH:27]=2)[CH:12]=[CH:11][C:10]=1[O:17][CH:18]([F:19])[F:20], predict the reactants needed to synthesize it. The reactants are: C(N(CC)CC)C.[Cl:8][C:9]1[CH:14]=[C:13]([C:15]#[CH:16])[CH:12]=[CH:11][C:10]=1[O:17][CH:18]([F:20])[F:19].I[C:22]1[CH:23]=[C:24]([OH:28])[CH:25]=[CH:26][CH:27]=1.